Dataset: Forward reaction prediction with 1.9M reactions from USPTO patents (1976-2016). Task: Predict the product of the given reaction. (1) Given the reactants [NH:1]([C:3]1[CH:8]=[CH:7][CH:6]=[CH:5][N:4]=1)[NH2:2].C(O[CH:12]=[C:13]([C:16]#[N:17])[C:14]#[N:15])C.C(N(CC)CC)C, predict the reaction product. The product is: [NH2:17][C:16]1[N:1]([C:3]2[CH:8]=[CH:7][CH:6]=[CH:5][N:4]=2)[N:2]=[CH:12][C:13]=1[C:14]#[N:15]. (2) Given the reactants [OH:1][C:2]1[CH:7]=[CH:6][C:5]([C:8]2([OH:27])[CH2:13][CH2:12][N:11]([C:14]3[CH:15]=[CH:16][C:17]4[N:18]([C:20]([C:23]([F:26])([F:25])[F:24])=[N:21][N:22]=4)[N:19]=3)[CH2:10][CH2:9]2)=[CH:4][CH:3]=1.[CH3:28][N:29]([CH3:33])[CH2:30][CH2:31]O, predict the reaction product. The product is: [CH3:28][N:29]([CH3:33])[CH2:30][CH2:31][O:1][C:2]1[CH:7]=[CH:6][C:5]([C:8]2([OH:27])[CH2:13][CH2:12][N:11]([C:14]3[CH:15]=[CH:16][C:17]4[N:18]([C:20]([C:23]([F:26])([F:25])[F:24])=[N:21][N:22]=4)[N:19]=3)[CH2:10][CH2:9]2)=[CH:4][CH:3]=1. (3) Given the reactants [OH:1][CH2:2][CH:3]1[CH2:8][CH2:7][N:6]([C:9]([O:11][C:12]([CH3:15])([CH3:14])[CH3:13])=[O:10])[CH2:5][CH2:4]1.C(N(C(C)C)CC)(C)C.ClC(Cl)(O[C:29](=[O:35])OC(Cl)(Cl)Cl)Cl.[NH2:37][C:38]1[CH:43]=[CH:42][CH:41]=[CH:40][C:39]=1[C:44]1[S:45][C:46]([C:50]([NH:52][CH3:53])=[O:51])=[C:47]([CH3:49])[N:48]=1, predict the reaction product. The product is: [CH3:49][C:47]1[N:48]=[C:44]([C:39]2[CH:40]=[CH:41][CH:42]=[CH:43][C:38]=2[NH:37][C:29]([O:1][CH2:2][CH:3]2[CH2:8][CH2:7][N:6]([C:9]([O:11][C:12]([CH3:15])([CH3:14])[CH3:13])=[O:10])[CH2:5][CH2:4]2)=[O:35])[S:45][C:46]=1[C:50]([NH:52][CH3:53])=[O:51]. (4) The product is: [Cl:23][C:20]1[CH:21]=[CH:22][C:17]2[N:16]([CH3:24])[C:15](=[O:25])[CH2:14][N:13]=[C:12]([C:3]3[CH:4]=[CH:5][S:1][CH:2]=3)[C:18]=2[CH:19]=1. Given the reactants [S:1]1[CH:5]=[CH:4][C:3](B(O)O)=[CH:2]1.[F-].[K+].Cl[C:12]1[C:18]2[CH:19]=[C:20]([Cl:23])[CH:21]=[CH:22][C:17]=2[N:16]([CH3:24])[C:15](=[O:25])[CH2:14][N:13]=1.P(C(C)(C)C)(C(C)(C)C)C(C)(C)C, predict the reaction product. (5) Given the reactants C([O:8][C:9]1[C:13]([CH2:14][C:15]([O:17][CH3:18])=[O:16])=[CH:12][N:11]([CH3:19])[N:10]=1)C1C=CC=CC=1.O1CCCC1, predict the reaction product. The product is: [OH:8][C:9]1[C:13]([CH2:14][C:15]([O:17][CH3:18])=[O:16])=[CH:12][N:11]([CH3:19])[N:10]=1. (6) Given the reactants [N+:1]([C:4]1[CH:5]=[CH:6][C:7]([N:10]2[CH2:13][CH:12]([OH:14])[CH2:11]2)=[N:8][CH:9]=1)([O-:3])=[O:2].[H-].[Na+].[CH2:17](I)[CH3:18], predict the reaction product. The product is: [CH2:17]([O:14][CH:12]1[CH2:11][N:10]([C:7]2[CH:6]=[CH:5][C:4]([N+:1]([O-:3])=[O:2])=[CH:9][N:8]=2)[CH2:13]1)[CH3:18].